Task: Predict the product of the given reaction.. Dataset: Forward reaction prediction with 1.9M reactions from USPTO patents (1976-2016) Given the reactants [H-].[Na+].[S:3]1[C:7]2[C:8](=[O:12])[CH2:9][CH2:10][CH2:11][C:6]=2[CH:5]=[CH:4]1.Cl.[C:14](=O)([O:17]C)[O:15][CH3:16], predict the reaction product. The product is: [O:12]=[C:8]1[C:7]2[S:3][CH:4]=[CH:5][C:6]=2[CH2:11][CH2:10][CH:9]1[C:14]([O:15][CH3:16])=[O:17].